Dataset: Reaction yield outcomes from USPTO patents with 853,638 reactions. Task: Predict the reaction yield, written as a fraction of the theoretical maximum amount of product (1.0 means a 100% yield; for example, 0.34 means a 34% yield). (1) The reactants are [Cl:1][C:2]1[C:7](I)=[CH:6][C:5]([NH:9][CH:10]([CH3:30])[C:11]([N:13]2[CH2:18][CH2:17][N:16]([CH:19]3[CH2:22][N:21]([C:23]([O:25][C:26]([CH3:29])([CH3:28])[CH3:27])=[O:24])[CH2:20]3)[CH2:15][CH2:14]2)=[O:12])=[C:4]([O:31][CH3:32])[CH:3]=1.[Br-].[CH:34]1([Zn+])[CH2:37][CH2:36][CH2:35]1.COC1C=CC=C(OC)C=1C1C=CC=CC=1P(C1CCCCC1)C1CCCCC1. The catalyst is C1COCC1.CC(O)=O.CC(O)=O.[Pd]. The product is [Cl:1][C:2]1[C:7]([CH:34]2[CH2:37][CH2:36][CH2:35]2)=[CH:6][C:5]([NH:9][CH:10]([CH3:30])[C:11]([N:13]2[CH2:18][CH2:17][N:16]([CH:19]3[CH2:22][N:21]([C:23]([O:25][C:26]([CH3:29])([CH3:28])[CH3:27])=[O:24])[CH2:20]3)[CH2:15][CH2:14]2)=[O:12])=[C:4]([O:31][CH3:32])[CH:3]=1. The yield is 0.960. (2) The reactants are [CH3:1][N:2]([S:23]([C:26]1[S:27][CH:28]=[CH:29][N:30]=1)(=[O:25])=[O:24])[C:3]1[CH:4]=[CH:5][CH:6]=[C:7]2[C:11]=1[NH:10][C:9]([C:12]1[S:13][CH:14]([CH2:17][C:18](OCC)=[O:19])[CH2:15][N:16]=1)=[CH:8]2.[BH4-].[Li+]. The catalyst is O1CCCC1.CO.C(OCC)(=O)C.Cl. The product is [OH:19][CH2:18][CH2:17][CH:14]1[S:13][C:12]([C:9]2[NH:10][C:11]3[C:7]([CH:8]=2)=[CH:6][CH:5]=[CH:4][C:3]=3[N:2]([CH3:1])[S:23]([C:26]2[S:27][CH:28]=[CH:29][N:30]=2)(=[O:24])=[O:25])=[N:16][CH2:15]1. The yield is 0.140. (3) The reactants are Br[C:2]1[CH:3]=[CH:4][C:5]2[S:9](=[O:11])(=[O:10])[N:8]([CH2:12][CH2:13][C:14]3[O:18][C:17](=[O:19])[NH:16][N:15]=3)[CH:7]([CH3:20])[C:6]=2[CH:21]=1.[F:22][C:23]1[CH:31]=[C:30]2[C:26]([C:27](B3OC(C)(C)C(C)(C)O3)=[CH:28][N:29]2C(OC(C)(C)C)=O)=[CH:25][CH:24]=1.[O-]P([O-])([O-])=O.[K+].[K+].[K+]. The catalyst is O1CCOCC1.O.O.C1C=CC(P(C2C=CC=CC=2)[C-]2C=CC=C2)=CC=1.C1C=CC(P(C2C=CC=CC=2)[C-]2C=CC=C2)=CC=1.Cl[Pd]Cl.[Fe+2]. The product is [F:22][C:23]1[CH:31]=[C:30]2[C:26]([C:27]([C:2]3[CH:3]=[CH:4][C:5]4[S:9](=[O:11])(=[O:10])[N:8]([CH2:12][CH2:13][C:14]5[O:18][C:17](=[O:19])[NH:16][N:15]=5)[CH:7]([CH3:20])[C:6]=4[CH:21]=3)=[CH:28][NH:29]2)=[CH:25][CH:24]=1. The yield is 0.240. (4) The reactants are [OH:1][C:2]1[CH:24]=[CH:23][CH:22]=[CH:21][C:3]=1[C:4]([NH:6][CH2:7][CH2:8][S:9][S:10][CH2:11][CH2:12][NH:13]C(=O)OC(C)(C)C)=[O:5]. The catalyst is C(O)(C(F)(F)F)=O.C(Cl)Cl. The product is [NH2:13][CH2:12][CH2:11][S:10][S:9][CH2:8][CH2:7][NH:6][C:4](=[O:5])[C:3]1[CH:21]=[CH:22][CH:23]=[CH:24][C:2]=1[OH:1]. The yield is 1.00. (5) The reactants are [NH2:1][CH2:2][CH:3]([CH3:13])[CH2:4][NH:5][C:6](=[O:12])[O:7][C:8]([CH3:11])([CH3:10])[CH3:9].[C:14]([C:16]1[CH:21]=[CH:20][C:19]([S:22](Cl)(=[O:24])=[O:23])=[CH:18][CH:17]=1)#[N:15].O. The catalyst is C1COCC1. The product is [C:14]([C:16]1[CH:17]=[CH:18][C:19]([S:22]([NH:1][CH2:2][CH:3]([CH3:13])[CH2:4][NH:5][C:6](=[O:12])[O:7][C:8]([CH3:9])([CH3:11])[CH3:10])(=[O:24])=[O:23])=[CH:20][CH:21]=1)#[N:15]. The yield is 0.727. (6) The reactants are [CH:1]1([N:5]2[CH2:11][CH2:10][CH2:9][N:8]([C:12]([CH:14]3[CH2:17][N:16]([C:18]([NH:20][CH2:21][CH:22]4[CH2:27][CH2:26][CH2:25][CH2:24][CH2:23]4)=[O:19])[CH2:15]3)=[O:13])[CH2:7][CH2:6]2)[CH2:4][CH2:3][CH2:2]1.[H-].[Na+].[CH3:30]I. The catalyst is CN(C=O)C. The product is [CH:1]1([N:5]2[CH2:11][CH2:10][CH2:9][N:8]([C:12]([CH:14]3[CH2:15][N:16]([C:18]([N:20]([CH2:21][CH:22]4[CH2:27][CH2:26][CH2:25][CH2:24][CH2:23]4)[CH3:30])=[O:19])[CH2:17]3)=[O:13])[CH2:7][CH2:6]2)[CH2:2][CH2:3][CH2:4]1. The yield is 0.210. (7) The reactants are CCCCCC.[Li+].CCC[CH2-].[CH2:12]([N:19]1[CH2:23][CH2:22][C@:21]([C:34]2[CH:39]=[CH:38][C:37](Br)=[C:36]([F:41])[CH:35]=2)([S:24]([C:27]2[CH:32]=[CH:31][C:30]([F:33])=[CH:29][CH:28]=2)(=[O:26])=[O:25])[CH2:20]1)[C:13]1[CH:18]=[CH:17][CH:16]=[CH:15][CH:14]=1.[C:42]([C:46]([C:48]([F:51])([F:50])[F:49])=[O:47])([F:45])([F:44])[F:43]. The catalyst is C1COCC1. The product is [CH2:12]([N:19]1[CH2:23][CH2:22][C@:21]([C:34]2[CH:39]=[CH:38][C:37]([C:46]([OH:47])([C:48]([F:51])([F:50])[F:49])[C:42]([F:45])([F:44])[F:43])=[C:36]([F:41])[CH:35]=2)([S:24]([C:27]2[CH:32]=[CH:31][C:30]([F:33])=[CH:29][CH:28]=2)(=[O:26])=[O:25])[CH2:20]1)[C:13]1[CH:18]=[CH:17][CH:16]=[CH:15][CH:14]=1. The yield is 0.450. (8) The reactants are [CH3:1][O:2][C:3](=[O:13])[O:4][C:5]1[CH:10]=[CH:9][C:8]([F:11])=[CH:7][C:6]=1[CH3:12].[N+:14]([O-])([OH:16])=[O:15]. The catalyst is S(=O)(=O)(O)O. The product is [CH3:1][O:2][C:3](=[O:13])[O:4][C:5]1[CH:10]=[C:9]([N+:14]([O-:16])=[O:15])[C:8]([F:11])=[CH:7][C:6]=1[CH3:12]. The yield is 0.503. (9) The reactants are [CH3:1][S:2][C:3]1[N:12]=[C:6]2[N:7]=[CH:8][CH:9]=[C:10]([OH:11])[N:5]2[N:4]=1.C(=O)([O-])[O-].[K+].[K+].[Br:19][C:20]1[CH:25]=[CH:24][C:23]([CH2:26]Br)=[CH:22][N:21]=1.O. The catalyst is CN(C)C=O.C(OCC)(=O)C. The product is [Br:19][C:20]1[N:21]=[CH:22][C:23]([CH2:26][N:7]2[CH:8]=[CH:9][C:10](=[O:11])[N:5]3[N:4]=[C:3]([S:2][CH3:1])[N:12]=[C:6]23)=[CH:24][CH:25]=1. The yield is 0.550.